From a dataset of Reaction yield outcomes from USPTO patents with 853,638 reactions. Predict the reaction yield, written as a fraction of the theoretical maximum amount of product (1.0 means a 100% yield; for example, 0.34 means a 34% yield). (1) The reactants are [CH3:1][C:2]([C:6]1[CH:11]=[C:10]([CH3:12])[CH:9]=[CH:8][N:7]=1)([CH3:5])[C:3]#[N:4].[O-:13][Mn](=O)(=O)=O.[K+].[OH2:19]. No catalyst specified. The product is [C:3]([C:2]([C:6]1[CH:11]=[C:10]([CH:9]=[CH:8][N:7]=1)[C:12]([OH:13])=[O:19])([CH3:1])[CH3:5])#[N:4]. The yield is 0.680. (2) The reactants are CON(C)S([C:7]1[CH:12]=[CH:11][C:10]([C:13](=O)[CH:14](C)[C:15]([O:17][CH3:18])=[O:16])=[CH:9][CH:8]=1)(=O)=O.O.NN.[CH2:25](O)C. No catalyst specified. The product is [CH3:11][CH2:12][CH2:7][CH2:8][CH2:9][CH2:10][CH3:13].[C:15]([O:17][CH2:18][CH3:25])(=[O:16])[CH3:14]. The yield is 0.720. (3) The reactants are [Br:1][CH2:2][CH2:3][CH2:4][O:5][C:6]1[CH:11]=[CH:10][C:9]([N+:12]([O-])=O)=[CH:8][C:7]=1[C:15]1[CH:20]=[CH:19][CH:18]=[CH:17][CH:16]=1. The catalyst is C(O)C.Cl. The product is [Br:1][CH2:2][CH2:3][CH2:4][O:5][C:6]1[C:7]([C:15]2[CH:20]=[CH:19][CH:18]=[CH:17][CH:16]=2)=[CH:8][C:9]([NH2:12])=[CH:10][CH:11]=1. The yield is 0.500.